The task is: Regression. Given a peptide amino acid sequence and an MHC pseudo amino acid sequence, predict their binding affinity value. This is MHC class I binding data.. This data is from Peptide-MHC class I binding affinity with 185,985 pairs from IEDB/IMGT. (1) The peptide sequence is EIIFYHPTF. The MHC is HLA-A26:02 with pseudo-sequence HLA-A26:02. The binding affinity (normalized) is 1.00. (2) The peptide sequence is AYISSEATTPV. The MHC is HLA-A03:01 with pseudo-sequence HLA-A03:01. The binding affinity (normalized) is 0.